Dataset: Peptide-MHC class I binding affinity with 185,985 pairs from IEDB/IMGT. Task: Regression. Given a peptide amino acid sequence and an MHC pseudo amino acid sequence, predict their binding affinity value. This is MHC class I binding data. (1) The peptide sequence is VPWQEKTAS. The MHC is HLA-A24:03 with pseudo-sequence HLA-A24:03. The binding affinity (normalized) is 0.144. (2) The peptide sequence is ITASKDLCF. The MHC is HLA-B07:02 with pseudo-sequence HLA-B07:02. The binding affinity (normalized) is 0.0847. (3) The MHC is Mamu-A01 with pseudo-sequence Mamu-A01. The binding affinity (normalized) is 0. The peptide sequence is MCPRSSDY. (4) The peptide sequence is ITHTNITTLL. The MHC is HLA-A02:02 with pseudo-sequence HLA-A02:02. The binding affinity (normalized) is 0.313.